Regression. Given a peptide amino acid sequence and an MHC pseudo amino acid sequence, predict their binding affinity value. This is MHC class II binding data. From a dataset of Peptide-MHC class II binding affinity with 134,281 pairs from IEDB. (1) The peptide sequence is IHRIRTLIGQEKYTDHHHHHH. The MHC is DRB4_0103 with pseudo-sequence DRB4_0103. The binding affinity (normalized) is 0.606. (2) The peptide sequence is SVKEDLVAYGGSWKL. The MHC is DRB1_0801 with pseudo-sequence DRB1_0801. The binding affinity (normalized) is 0.214. (3) The peptide sequence is WGAIWRIDTPDKLTG. The MHC is HLA-DQA10501-DQB10301 with pseudo-sequence HLA-DQA10501-DQB10301. The binding affinity (normalized) is 0.360. (4) The peptide sequence is SNMLILNPTQSDSGI. The MHC is DRB1_0901 with pseudo-sequence DRB1_0901. The binding affinity (normalized) is 0.396.